The task is: Predict the reactants needed to synthesize the given product.. This data is from Full USPTO retrosynthesis dataset with 1.9M reactions from patents (1976-2016). Given the product [C:1]([C:3]1[CH:4]=[C:5]([C@@H:18]2[NH:22][C@H:21]([C:23]([O:25][CH3:26])=[O:24])[CH2:20][CH2:19]2)[CH:6]=[CH:7][C:8]=1[O:9][CH2:10][C:11]1[CH:16]=[CH:15][CH:14]=[CH:13][C:12]=1[F:17])#[N:2], predict the reactants needed to synthesize it. The reactants are: [C:1]([C:3]1[CH:4]=[C:5]([C:18]2[CH2:19][CH2:20][C@@H:21]([C:23]([O:25][CH3:26])=[O:24])[N:22]=2)[CH:6]=[CH:7][C:8]=1[O:9][CH2:10][C:11]1[CH:16]=[CH:15][CH:14]=[CH:13][C:12]=1[F:17])#[N:2].